Task: Predict the reactants needed to synthesize the given product.. Dataset: Full USPTO retrosynthesis dataset with 1.9M reactions from patents (1976-2016) (1) Given the product [CH3:4][C:5]1[CH:10]=[C:9]2[O:12][C:6]=1[C:7]([CH3:11])=[CH:8]2, predict the reactants needed to synthesize it. The reactants are: Br.O=O.[CH3:4][C:5]1[CH:10]=[CH:9][CH:8]=[C:7]([CH3:11])[C:6]=1[OH:12].C(O)(=O)C. (2) Given the product [NH:12]1[C:13]2[C:18](=[CH:17][CH:16]=[CH:15][CH:14]=2)[C:10]([C:8](=[O:9])[CH:26]([NH:33][C:34]2[CH:35]=[N:36][CH:37]=[C:38]([O:40][CH3:41])[CH:39]=2)[C:27]2[CH:28]=[CH:29][CH:30]=[CH:31][CH:32]=2)=[CH:11]1, predict the reactants needed to synthesize it. The reactants are: C(N(CC)CC)C.[CH:8]([C:10]1[C:18]2[C:13](=[CH:14][CH:15]=[CH:16][CH:17]=2)[N:12](C(OC(C)(C)C)=O)[CH:11]=1)=[O:9].[CH:26](=[N:33][C:34]1[CH:35]=[N:36][CH:37]=[C:38]([O:40][CH3:41])[CH:39]=1)[C:27]1[CH:32]=[CH:31][CH:30]=[CH:29][CH:28]=1. (3) Given the product [OH:53][C:50]1[CH:51]=[CH:52][C:47]([NH:46][C:8]([C:5]2[C:4](=[O:11])[N:3]([C:12]3[CH:17]=[CH:16][CH:15]=[CH:14][CH:13]=3)[N:2]([CH3:1])[C:6]=2[CH3:7])=[O:10])=[CH:48][CH:49]=1, predict the reactants needed to synthesize it. The reactants are: [CH3:1][N:2]1[C:6]([CH3:7])=[C:5]([C:8]([OH:10])=O)[C:4](=[O:11])[N:3]1[C:12]1[CH:17]=[CH:16][CH:15]=[CH:14][CH:13]=1.C1C=NC2N(O)N=NC=2C=1.CCN=C=NCCCN(C)C.CCN(CC)CC.[NH2:46][C:47]1[CH:52]=[CH:51][C:50]([OH:53])=[CH:49][CH:48]=1. (4) Given the product [Cl:1][C:2]1[N:6]([CH3:7])[N:5]=[CH:4][C:3]=1/[CH:8]=[N:16]/[S@@:14]([C:11]([CH3:13])([CH3:12])[CH3:10])=[O:15], predict the reactants needed to synthesize it. The reactants are: [Cl:1][C:2]1[N:6]([CH3:7])[N:5]=[CH:4][C:3]=1[CH:8]=O.[CH3:10][C:11]([S@:14]([NH2:16])=[O:15])([CH3:13])[CH3:12]. (5) Given the product [CH:14]1([C:12]([NH:11][C:9]2[S:10][C:4]3[C:5]([N:8]=2)=[N:6][CH:7]=[C:2]([C:20]2[CH:28]=[CH:27][C:23]([C:24]([OH:26])=[O:25])=[CH:22][CH:21]=2)[N:3]=3)=[O:13])[CH2:16][CH2:15]1, predict the reactants needed to synthesize it. The reactants are: Br[C:2]1[N:3]=[C:4]2[S:10][C:9]([NH:11][C:12]([CH:14]3[CH2:16][CH2:15]3)=[O:13])=[N:8][C:5]2=[N:6][CH:7]=1.B([C:20]1[CH:28]=[CH:27][C:23]([C:24]([OH:26])=[O:25])=[CH:22][CH:21]=1)(O)O.C([O-])([O-])=O.[Na+].[Na+].C(P(C(C)(C)C)C1C=CC=CC=1C1C(C(C)C)=CC(C(C)C)=CC=1C(C)C)(C)(C)C.